This data is from Full USPTO retrosynthesis dataset with 1.9M reactions from patents (1976-2016). The task is: Predict the reactants needed to synthesize the given product. (1) Given the product [CH2:1]([N:5]1[C:9]2[C:10](=[O:29])[N:11]([CH2:18][C:19]3[CH:28]=[CH:27][C:26]4[C:21](=[CH:22][CH:23]=[CH:24][CH:25]=4)[N:20]=3)[N:12]([CH2:15][C:16]#[N:17])[C:13](=[O:14])[C:8]=2[N:7]=[C:6]1[N:47]1[CH2:48][CH2:49][CH2:50][C@@H:45]([NH:44][C:42]([O:41][C:37]([CH3:40])([CH3:39])[CH3:38])=[O:43])[CH2:46]1)[C:2]#[C:3][CH3:4], predict the reactants needed to synthesize it. The reactants are: [CH2:1]([N:5]1[C:9]2[C:10](=[O:29])[N:11]([CH2:18][C:19]3[CH:28]=[CH:27][C:26]4[C:21](=[CH:22][CH:23]=[CH:24][CH:25]=4)[N:20]=3)[N:12]([CH2:15][C:16]#[N:17])[C:13](=[O:14])[C:8]=2[N:7]=[C:6]1Cl)[C:2]#[C:3][CH3:4].C(=O)([O-])[O-].[K+].[K+].[C:37]([O:41][C:42]([NH:44][C@@H:45]1[CH2:50][CH2:49][CH2:48][NH:47][CH2:46]1)=[O:43])([CH3:40])([CH3:39])[CH3:38].O. (2) Given the product [Si:14]([O:7][C:6]1[CH:13]=[CH:12][C:10]([OH:11])=[CH:9][CH:8]=1)([C:17]([CH3:20])([CH3:19])[CH3:18])([CH3:16])[CH3:15], predict the reactants needed to synthesize it. The reactants are: N1C=CN=C1.[C:6]1([CH:13]=[CH:12][C:10]([OH:11])=[CH:9][CH:8]=1)[OH:7].[Si:14](Cl)([C:17]([CH3:20])([CH3:19])[CH3:18])([CH3:16])[CH3:15].